This data is from NCI-60 drug combinations with 297,098 pairs across 59 cell lines. The task is: Regression. Given two drug SMILES strings and cell line genomic features, predict the synergy score measuring deviation from expected non-interaction effect. (1) Drug 1: CCC1(CC2CC(C3=C(CCN(C2)C1)C4=CC=CC=C4N3)(C5=C(C=C6C(=C5)C78CCN9C7C(C=CC9)(C(C(C8N6C=O)(C(=O)OC)O)OC(=O)C)CC)OC)C(=O)OC)O.OS(=O)(=O)O. Drug 2: C1=NNC2=C1C(=O)NC=N2. Cell line: SNB-19. Synergy scores: CSS=8.22, Synergy_ZIP=0.521, Synergy_Bliss=1.79, Synergy_Loewe=5.60, Synergy_HSA=2.89. (2) Drug 2: CN(CC1=CN=C2C(=N1)C(=NC(=N2)N)N)C3=CC=C(C=C3)C(=O)NC(CCC(=O)O)C(=O)O. Synergy scores: CSS=-6.72, Synergy_ZIP=3.83, Synergy_Bliss=4.69, Synergy_Loewe=-3.51, Synergy_HSA=-1.33. Cell line: T-47D. Drug 1: C1CCC(C1)C(CC#N)N2C=C(C=N2)C3=C4C=CNC4=NC=N3.